Dataset: Reaction yield outcomes from USPTO patents with 853,638 reactions. Task: Predict the reaction yield, written as a fraction of the theoretical maximum amount of product (1.0 means a 100% yield; for example, 0.34 means a 34% yield). (1) The reactants are [Cl-].O[NH3+:3].[C:4](=[O:7])([O-])[OH:5].[Na+].CS(C)=O.[OH:13][C@H:14]1[CH2:19][CH2:18][CH2:17][CH2:16][C@@H:15]1[O:20][C:21]1[CH:26]=[CH:25][C:24]([N:27]2[C:32](=[O:33])[C:31]([CH2:34][C:35]3[CH:40]=[CH:39][C:38]([C:41]4[C:42]([C:47]#[N:48])=[CH:43][CH:44]=[CH:45][CH:46]=4)=[CH:37][CH:36]=3)=[C:30]([CH2:49][CH2:50][CH3:51])[N:29]=[C:28]2[CH3:52])=[CH:23][CH:22]=1. The catalyst is O.C(OCC)(=O)C. The product is [OH:13][C@H:14]1[CH2:19][CH2:18][CH2:17][CH2:16][C@@H:15]1[O:20][C:21]1[CH:22]=[CH:23][C:24]([N:27]2[C:32](=[O:33])[C:31]([CH2:34][C:35]3[CH:36]=[CH:37][C:38]([C:41]4[CH:46]=[CH:45][CH:44]=[CH:43][C:42]=4[C:47]4[NH:3][C:4](=[O:7])[O:5][N:48]=4)=[CH:39][CH:40]=3)=[C:30]([CH2:49][CH2:50][CH3:51])[N:29]=[C:28]2[CH3:52])=[CH:25][CH:26]=1. The yield is 0.450. (2) The yield is 0.630. The catalyst is CN(C=O)C. The product is [CH:53]1[C:62]2[C:57](=[CH:58][CH:59]=[CH:60][CH:61]=2)[CH:56]=[CH:55][C:54]=1[C:63]1[CH:64]=[C:65]([NH:69][C:24]([C:19]2[C:20](=[O:23])[O:21][C:22]3[C:17]([CH:18]=2)=[CH:16][CH:15]=[CH:14][C:13]=3[O:12][C:11]([F:10])([F:28])[F:27])=[O:26])[CH:66]=[CH:67][CH:68]=1. The reactants are CCN(C(C)C)C(C)C.[F:10][C:11]([F:28])([F:27])[O:12][C:13]1[CH:14]=[CH:15][CH:16]=[C:17]2[C:22]=1[O:21][C:20](=[O:23])[C:19]([C:24]([OH:26])=O)=[CH:18]2.CN(C(ON1N=NC2C=CC=NC1=2)=[N+](C)C)C.F[P-](F)(F)(F)(F)F.[CH:53]1[C:62]2[C:57](=[CH:58][CH:59]=[CH:60][CH:61]=2)[CH:56]=[CH:55][C:54]=1[C:63]1[CH:64]=[C:65]([NH2:69])[CH:66]=[CH:67][CH:68]=1. (3) The reactants are [N:1]1[CH:6]=[CH:5][CH:4]=[C:3]2C[C:8]3[CH:15]=[CH:14][CH:13]=[CH:12][C:9]=3[O:10][CH2:11][C:2]=12.[Cl:16]C1C=CC=C(C(OO)=O)C=1.[C:27](=[O:30])([O-])O.[Na+]. The catalyst is C(Cl)(Cl)Cl. The product is [Cl:16][C:6]1[N:1]=[C:2]2[CH2:11][O:10][C:9]3[CH:12]=[CH:13][CH:14]=[CH:15][C:8]=3[C:27](=[O:30])[C:3]2=[CH:4][CH:5]=1. The yield is 0.590. (4) The reactants are [C:1]([O:5][C:6]([N:8]1[CH2:13][CH2:12][CH:11]([NH2:14])[CH2:10][CH2:9]1)=[O:7])([CH3:4])([CH3:3])[CH3:2].[S:15]1[CH:19]=[CH:18][C:17]([CH:20]=O)=[CH:16]1.C(O[BH-](OC(=O)C)OC(=O)C)(=O)C.[Na+]. The catalyst is C(O)(=O)C.ClCCCl. The product is [C:1]([O:5][C:6]([N:8]1[CH2:13][CH2:12][CH:11]([NH:14][CH2:20][C:17]2[CH:18]=[CH:19][S:15][CH:16]=2)[CH2:10][CH2:9]1)=[O:7])([CH3:4])([CH3:2])[CH3:3]. The yield is 0.730. (5) The reactants are [CH:1]([C:4]1[C:9](=[O:10])[NH:8][C:7](=[O:11])[NH:6][C:5]=1OC1C=C(C=C(C)C=1)C#N)([CH3:3])[CH3:2].[C:22](=[O:25])([O-])[O-].[K+].[K+].[I-].[Li+].Cl[CH2:31][C:32]1[CH:37]=[CH:36][N:35]=[C:34]([N:38]2[C:46](=[O:47])[C:45]3[C:40](=[CH:41][CH:42]=[CH:43][CH:44]=3)[C:39]2=[O:48])[CH:33]=1.C[N:50]([CH:52]=O)C. No catalyst specified. The product is [O:48]=[C:39]1[C:40]2[C:45](=[CH:44][CH:43]=[CH:42][CH:41]=2)[C:46](=[O:47])[N:38]1[C:34]1[CH:33]=[C:32]([CH2:31][N:6]2[C:5]([C:22]([C:44]3[CH:43]=[C:42]([CH:41]=[C:40]([CH3:39])[CH:45]=3)[C:52]#[N:50])=[O:25])=[C:4]([CH:1]([CH3:2])[CH3:3])[C:9](=[O:10])[NH:8][C:7]2=[O:11])[CH:37]=[CH:36][N:35]=1. The yield is 0.410. (6) The reactants are [CH3:1][O:2][CH2:3][CH:4]1[CH2:8][CH2:7][CH2:6][N:5]1[C:9]1[CH:10]=[C:11]([NH:15][C:16]2[C:17]3[N:34]=[CH:33][S:32][C:18]=3[N:19]=[C:20]([C:22]3[CH:23]=[C:24]([CH:29]=[CH:30][CH:31]=3)[C:25]([O:27]C)=[O:26])[N:21]=2)[CH:12]=[CH:13][CH:14]=1.[OH-].[Na+].[ClH:37]. The catalyst is O1CCOCC1.O. The product is [ClH:37].[CH3:1][O:2][CH2:3][CH:4]1[CH2:8][CH2:7][CH2:6][N:5]1[C:9]1[CH:10]=[C:11]([NH:15][C:16]2[C:17]3[N:34]=[CH:33][S:32][C:18]=3[N:19]=[C:20]([C:22]3[CH:23]=[C:24]([CH:29]=[CH:30][CH:31]=3)[C:25]([OH:27])=[O:26])[N:21]=2)[CH:12]=[CH:13][CH:14]=1. The yield is 0.310.